From a dataset of Reaction yield outcomes from USPTO patents with 853,638 reactions. Predict the reaction yield, written as a fraction of the theoretical maximum amount of product (1.0 means a 100% yield; for example, 0.34 means a 34% yield). The reactants are [CH3:1][C:2]1[O:6][N:5]=[C:4]([C:7]2[CH:12]=[CH:11][CH:10]=[CH:9][C:8]=2[C:13]([F:16])([F:15])[F:14])[C:3]=1[C:17]([OH:19])=O.Cl.C(N=C=NCCCN(C)C)C.[F:32][C:33]1[CH:38]=[CH:37][CH:36]=[CH:35][C:34]=1[N:39]1[CH2:44][CH2:43][NH:42][CH2:41][CH2:40]1. The catalyst is ClCCl. The product is [F:32][C:33]1[CH:38]=[CH:37][CH:36]=[CH:35][C:34]=1[N:39]1[CH2:44][CH2:43][N:42]([C:17]([C:3]2[C:4]([C:7]3[CH:12]=[CH:11][CH:10]=[CH:9][C:8]=3[C:13]([F:14])([F:15])[F:16])=[N:5][O:6][C:2]=2[CH3:1])=[O:19])[CH2:41][CH2:40]1. The yield is 0.730.